Dataset: Peptide-MHC class I binding affinity with 185,985 pairs from IEDB/IMGT. Task: Regression. Given a peptide amino acid sequence and an MHC pseudo amino acid sequence, predict their binding affinity value. This is MHC class I binding data. (1) The binding affinity (normalized) is 0.0847. The MHC is HLA-A02:01 with pseudo-sequence HLA-A02:01. The peptide sequence is RGRAATMAL. (2) The peptide sequence is YLPTQQDVL. The MHC is HLA-A24:02 with pseudo-sequence HLA-A24:02. The binding affinity (normalized) is 0.128. (3) The peptide sequence is WQMFMKVTV. The MHC is HLA-A02:01 with pseudo-sequence HLA-A02:01. The binding affinity (normalized) is 0.744. (4) The peptide sequence is YFHEAVQAVW. The MHC is Mamu-B52 with pseudo-sequence Mamu-B52. The binding affinity (normalized) is 0.601. (5) The peptide sequence is RYYDGNIYEL. The MHC is HLA-A26:01 with pseudo-sequence HLA-A26:01. The binding affinity (normalized) is 0. (6) The peptide sequence is SLPKTSGHY. The MHC is HLA-A02:01 with pseudo-sequence HLA-A02:01. The binding affinity (normalized) is 0.